Dataset: Full USPTO retrosynthesis dataset with 1.9M reactions from patents (1976-2016). Task: Predict the reactants needed to synthesize the given product. Given the product [CH2:22]([N:29]1[CH2:33][CH2:32][C@@H:31]([C:7]([C:8]#[N:9])([C:1]2[CH:2]=[CH:3][CH:4]=[CH:5][CH:6]=2)[C:10]2[CH:11]=[CH:12][CH:13]=[CH:14][CH:15]=2)[CH2:30]1)[C:23]1[CH:28]=[CH:27][CH:26]=[CH:25][CH:24]=1, predict the reactants needed to synthesize it. The reactants are: [C:1]1([CH:7]([C:10]2[CH:15]=[CH:14][CH:13]=[CH:12][CH:11]=2)[C:8]#[N:9])[CH:6]=[CH:5][CH:4]=[CH:3][CH:2]=1.CC(C)([O-])C.[K+].[CH2:22]([N:29]1[CH2:33][CH2:32][C@H:31](OS(C2C=CC(C)=CC=2)(=O)=O)[CH2:30]1)[C:23]1[CH:28]=[CH:27][CH:26]=[CH:25][CH:24]=1.